Dataset: Forward reaction prediction with 1.9M reactions from USPTO patents (1976-2016). Task: Predict the product of the given reaction. Given the reactants [CH3:1][O:2][CH2:3][CH2:4][N:5]1[CH:9]=[CH:8][C:7]([NH:10][C:11]([C:13]2[C:18]([NH2:19])=[CH:17][CH:16]=[C:15]([CH3:20])[N:14]=2)=[O:12])=[N:6]1.Cl[C:22]1[CH:27]=[C:26]([F:28])[CH:25]=[CH:24][N:23]=1, predict the reaction product. The product is: [CH3:1][O:2][CH2:3][CH2:4][N:5]1[CH:9]=[CH:8][C:7]([NH:10][C:11]([C:13]2[C:18]([NH:19][C:22]3[CH:27]=[C:26]([F:28])[CH:25]=[CH:24][N:23]=3)=[CH:17][CH:16]=[C:15]([CH3:20])[N:14]=2)=[O:12])=[N:6]1.